From a dataset of Reaction yield outcomes from USPTO patents with 853,638 reactions. Predict the reaction yield, written as a fraction of the theoretical maximum amount of product (1.0 means a 100% yield; for example, 0.34 means a 34% yield). (1) The reactants are [Cl:1][C:2]1[CH:17]=[C:16]([C:18]2[C:19]3[C:20]4[CH:34]=[CH:33][S:32][C:21]=4[C:22](=[O:31])[NH:23][C:24]=3[C:25]([CH3:30])=[CH:26][C:27]=2[O:28][CH3:29])[CH:15]=[CH:14][C:3]=1[CH2:4][CH2:5][NH:6]C(=O)OC(C)(C)C.C(O)(C(F)(F)F)=O. No catalyst specified. The product is [ClH:1].[NH2:6][CH2:5][CH2:4][C:3]1[CH:14]=[CH:15][C:16]([C:18]2[C:19]3[C:20]4[CH:34]=[CH:33][S:32][C:21]=4[C:22](=[O:31])[NH:23][C:24]=3[C:25]([CH3:30])=[CH:26][C:27]=2[O:28][CH3:29])=[CH:17][C:2]=1[Cl:1]. The yield is 0.680. (2) The reactants are [Br:1][C:2]1[CH:3]=[CH:4][C:5]([OH:11])=[C:6]([C:8](=[O:10])[CH3:9])[CH:7]=1.[Cl:12][C:13]1[CH:14]=[C:15]([CH:18]=[CH:19][CH:20]=1)[CH:16]=O.CCO.[OH-].[Na+]. The catalyst is COC(C)(C)C. The product is [Br:1][C:2]1[CH:3]=[CH:4][C:5]([OH:11])=[C:6]([C:8](=[O:10])[CH:9]=[CH:16][C:15]2[CH:18]=[CH:19][CH:20]=[C:13]([Cl:12])[CH:14]=2)[CH:7]=1. The yield is 0.600. (3) The reactants are [Br:1][C:2]1[CH:7]=[C:6]([N+:8]([O-])=O)[CH:5]=[CH:4][C:3]=1[C:11]([CH3:16])([CH2:14][OH:15])[CH2:12]O.C(C=P(CCCC)(CCCC)CCCC)#N.O.O.[Sn](Cl)Cl. The catalyst is C1C=CC=CC=1. The product is [Br:1][C:2]1[CH:7]=[C:6]([CH:5]=[CH:4][C:3]=1[C:11]1([CH3:16])[CH2:14][O:15][CH2:12]1)[NH2:8]. The yield is 0.320. (4) The reactants are [CH3:1][C:2]([CH3:8])=[CH:3][C:4]([O:6][CH3:7])=[O:5].N1CCCCC1.[SH:15][CH2:16][CH2:17][C:18]([O:20][CH3:21])=[O:19].CCOCC. The catalyst is CO. The product is [CH3:7][O:6][C:4](=[O:5])[CH2:3][C:2]([S:15][CH2:16][CH2:17][C:18]([O:20][CH3:21])=[O:19])([CH3:8])[CH3:1]. The yield is 0.972. (5) The reactants are C1(C(C2C=CC=CC=2)[N:8]2[CH2:11][CH:10]([O:12][C:13]3[CH:18]=[CH:17][C:16]([F:19])=[CH:15][CH:14]=3)[CH2:9]2)C=CC=CC=1.[Cl:26]C(OC(Cl)=O)C. The catalyst is ClCCCl. The product is [ClH:26].[F:19][C:16]1[CH:17]=[CH:18][C:13]([O:12][CH:10]2[CH2:9][NH:8][CH2:11]2)=[CH:14][CH:15]=1. The yield is 0.910. (6) The reactants are [I:1][C:2]1[C:10]2[C:5](=[CH:6][CH:7]=[CH:8][CH:9]=2)[NH:4][N:3]=1.[N:11]([C:14]([CH3:17])([CH3:16])[CH3:15])=[C:12]=[O:13]. The catalyst is CN(C=O)C. The product is [C:14]([NH:11][C:12]([N:4]1[C:5]2[C:10](=[CH:9][CH:8]=[CH:7][CH:6]=2)[C:2]([I:1])=[N:3]1)=[O:13])([CH3:17])([CH3:16])[CH3:15]. The yield is 0.630. (7) The reactants are [Cl:1][C:2]1[CH:3]=[C:4]([C:8]#[C:9][C@@H:10]2[N:14]3[CH2:15][CH2:16][N:17]([C:19]4[N:26]=[CH:25][CH:24]=[CH:23][C:20]=4[C:21]#[N:22])[CH2:18][C@@H:13]3[CH2:12][CH2:11]2)[CH:5]=[CH:6][CH:7]=1.[Sn]([N:31]=[N+:32]=[N-:33])(C)(C)C.CN(C=O)C. The catalyst is O. The product is [Cl:1][C:2]1[CH:3]=[C:4]([C:8]#[C:9][C@@H:10]2[N:14]3[CH2:15][CH2:16][N:17]([C:19]4[C:20]([C:21]5[N:31]=[N:32][NH:33][N:22]=5)=[CH:23][CH:24]=[CH:25][N:26]=4)[CH2:18][C@@H:13]3[CH2:12][CH2:11]2)[CH:5]=[CH:6][CH:7]=1. The yield is 0.550.